Dataset: Catalyst prediction with 721,799 reactions and 888 catalyst types from USPTO. Task: Predict which catalyst facilitates the given reaction. (1) Reactant: [O:1]=[C:2]1[C:10]2[C:5](=[CH:6][C:7]([CH2:11][CH2:12][C:13]([OH:15])=[O:14])=[CH:8][CH:9]=2)[CH2:4][O:3]1.[C:16]12(O)[CH2:25][CH:20]3[CH2:21][CH:22]([CH2:24][CH:18]([CH2:19]3)[CH2:17]1)[CH2:23]2.C1CCC(N=C=NC2CCCCC2)CC1. Product: [C:16]12([O:14][C:13](=[O:15])[CH2:12][CH2:11][C:7]3[CH:6]=[C:5]4[C:10](=[CH:9][CH:8]=3)[C:2](=[O:1])[O:3][CH2:4]4)[CH2:25][CH:20]3[CH2:21][CH:22]([CH2:24][CH:18]([CH2:19]3)[CH2:17]1)[CH2:23]2. The catalyst class is: 79. (2) Reactant: O=[C:2]1[CH2:7][CH2:6][N:5]([C:8]([O:10][C:11]([CH3:14])([CH3:13])[CH3:12])=[O:9])[CH2:4][CH2:3]1.[Cl:15][C:16]1[CH:29]=[CH:28][C:19]([O:20][C:21]2[CH:27]=[CH:26][C:24]([NH2:25])=[CH:23][CH:22]=2)=[CH:18][CH:17]=1.C(O)(=O)C.C(O[BH-](OC(=O)C)OC(=O)C)(=O)C.[Na+].C(=O)(O)[O-].[Na+]. Product: [Cl:15][C:16]1[CH:29]=[CH:28][C:19]([O:20][C:21]2[CH:27]=[CH:26][C:24]([NH:25][CH:2]3[CH2:7][CH2:6][N:5]([C:8]([O:10][C:11]([CH3:14])([CH3:13])[CH3:12])=[O:9])[CH2:4][CH2:3]3)=[CH:23][CH:22]=2)=[CH:18][CH:17]=1. The catalyst class is: 4. (3) Reactant: Cl[C:2]([C:8]1[CH:13]=[CH:12][C:11]([O:14][CH3:15])=[CH:10][CH:9]=1)([CH3:7])[C:3]([F:6])([F:5])[F:4].[CH3:16][Al](C)C. Product: [CH3:15][O:14][C:11]1[CH:12]=[CH:13][C:8]([C:2]([CH3:16])([CH3:7])[C:3]([F:6])([F:5])[F:4])=[CH:9][CH:10]=1. The catalyst class is: 33. (4) Reactant: [CH3:1][O:2][C:3]([CH:5]1[CH2:14][C:13]2[C:8](=[CH:9][CH:10]=[C:11]([F:15])[CH:12]=2)[CH2:7][NH:6]1)=[O:4].[S]. Product: [CH3:1][O:2][C:3]([C:5]1[N:6]=[CH:7][C:8]2[C:13]([CH:14]=1)=[CH:12][C:11]([F:15])=[CH:10][CH:9]=2)=[O:4]. The catalyst class is: 113. (5) Reactant: Cl[C:2]1[C:11]2[C:6](=[CH:7][CH:8]=[CH:9][CH:10]=2)[CH:5]=[C:4]([Cl:12])[N:3]=1.[OH:13][CH2:14][C:15]1[CH:23]=[CH:22][C:18]([C:19]([O-:21])=[O:20])=[CH:17][CH:16]=1.[C:24](=O)([O-])[O-].[Cs+].[Cs+].C(P(C(C)(C)C)C1C=CC2C(=CC=CC=2)C=1C1C2C(=CC=CC=2)C=CC=1)(C)(C)C. Product: [Cl:12][C:4]1[N:3]=[C:2]([O:13][CH2:14][C:15]2[CH:16]=[CH:17][C:18]([C:19]([O:21][CH3:24])=[O:20])=[CH:22][CH:23]=2)[C:11]2[C:6]([CH:5]=1)=[CH:7][CH:8]=[CH:9][CH:10]=2. The catalyst class is: 487. (6) Reactant: [Cl:1][C:2]1[C:7]([C:8]2[CH:13]=[CH:12][N:11]=[C:10]([NH2:14])[N:9]=2)=[CH:6][CH:5]=[CH:4][N:3]=1.[CH3:15][N:16]1[CH2:21][CH2:20][N:19]([C:22]2[CH:30]=[CH:29][C:25]([C:26](Cl)=[O:27])=[CH:24][CH:23]=2)[CH2:18][CH2:17]1.C(N(CC)C(C)C)(C)C. Product: [Cl:1][C:2]1[C:7]([C:8]2[CH:13]=[CH:12][N:11]=[C:10]([NH:14][C:26](=[O:27])[C:25]3[CH:24]=[CH:23][C:22]([N:19]4[CH2:18][CH2:17][N:16]([CH3:15])[CH2:21][CH2:20]4)=[CH:30][CH:29]=3)[N:9]=2)=[CH:6][CH:5]=[CH:4][N:3]=1. The catalyst class is: 22. (7) Reactant: C([O:3][C:4](=[O:23])[CH2:5][N:6]1[C:10](=[O:11])[N:9]([CH:12]2[CH2:14][CH2:13]2)[C:8]([C:15]2[CH:20]=[CH:19][CH:18]=[CH:17][C:16]=2[O:21][CH3:22])=[N:7]1)C.[OH-].[K+]. Product: [CH:12]1([N:9]2[C:10](=[O:11])[N:6]([CH2:5][C:4]([OH:23])=[O:3])[N:7]=[C:8]2[C:15]2[CH:20]=[CH:19][CH:18]=[CH:17][C:16]=2[O:21][CH3:22])[CH2:14][CH2:13]1. The catalyst class is: 5.